The task is: Predict which catalyst facilitates the given reaction.. This data is from Catalyst prediction with 721,799 reactions and 888 catalyst types from USPTO. (1) Reactant: [F:1][C:2]1[CH:7]=[CH:6][C:5]([O:8][CH3:9])=[CH:4][C:3]=1[C:10]1[C:11]([O:18][CH2:19][CH:20]([CH3:22])[CH3:21])=[N:12][C:13]([C:16]#N)=[N:14][CH:15]=1.S(=O)(=O)(O)[OH:24].[CH2:28]([OH:30])[CH3:29]. Product: [F:1][C:2]1[CH:7]=[CH:6][C:5]([O:8][CH3:9])=[CH:4][C:3]=1[C:10]1[C:11]([O:18][CH2:19][CH:20]([CH3:21])[CH3:22])=[N:12][C:13]([C:16]([O:30][CH2:28][CH3:29])=[O:24])=[N:14][CH:15]=1. The catalyst class is: 6. (2) Product: [CH3:9][N:5]1[CH2:6][CH2:7][CH2:8][C@@H:3]([CH2:2][O:1][C:19]2[C:27]3[C:26]4[CH:28]=[C:29]([C:32]#[N:33])[N:30]=[CH:31][C:25]=4[NH:24][C:23]=3[N:22]=[CH:21][CH:20]=2)[CH2:4]1. Reactant: [OH:1][CH2:2][C@@H:3]1[CH2:8][CH2:7][CH2:6][N:5]([C:9](OC(C)(C)C)=O)[CH2:4]1.[H-].[Na+].Cl[C:19]1[C:27]2[C:26]3[CH:28]=[C:29]([C:32]#[N:33])[N:30]=[CH:31][C:25]=3[N:24](COCC[Si](C)(C)C)[C:23]=2[N:22]=[CH:21][CH:20]=1. The catalyst class is: 253. (3) Reactant: [CH3:1][S:2](Cl)(=[O:4])=[O:3].C(N(CC)CC)C.[CH2:13]([O:20][C:21]([C:23]1[C:31]2[C:26](=[CH:27][CH:28]=[C:29]([CH2:32][CH2:33][OH:34])[CH:30]=2)[NH:25][C:24]=1[C:35]([F:38])([F:37])[F:36])=[O:22])[C:14]1[CH:19]=[CH:18][CH:17]=[CH:16][CH:15]=1. Product: [CH2:13]([O:20][C:21]([C:23]1[C:31]2[C:26](=[CH:27][CH:28]=[C:29]([CH2:32][CH2:33][O:34][S:2]([CH3:1])(=[O:4])=[O:3])[CH:30]=2)[NH:25][C:24]=1[C:35]([F:37])([F:36])[F:38])=[O:22])[C:14]1[CH:15]=[CH:16][CH:17]=[CH:18][CH:19]=1. The catalyst class is: 1. (4) Reactant: [Cl:1][C:2]1[N:7]=[C:6]([O:8][CH3:9])[C:5]([C:10]#[C:11][C@@H:12]2[CH2:17][CH2:16][CH2:15][C@H:14]([NH:18]C(=O)OC(C)(C)C)[CH2:13]2)=[CH:4][N:3]=1.[ClH:26]. Product: [Cl:1][C:2]1[N:7]=[C:6]([O:8][CH3:9])[C:5]([C:10]#[C:11][C@@H:12]2[CH2:17][CH2:16][CH2:15][C@H:14]([NH2:18])[CH2:13]2)=[CH:4][N:3]=1.[ClH:26]. The catalyst class is: 12.